Regression. Given a peptide amino acid sequence and an MHC pseudo amino acid sequence, predict their binding affinity value. This is MHC class I binding data. From a dataset of Peptide-MHC class I binding affinity with 185,985 pairs from IEDB/IMGT. (1) The peptide sequence is KLFAAETLK. The MHC is HLA-B58:01 with pseudo-sequence HLA-B58:01. The binding affinity (normalized) is 0.0847. (2) The peptide sequence is IPRRNVATL. The MHC is HLA-A68:01 with pseudo-sequence HLA-A68:01. The binding affinity (normalized) is 0. (3) The peptide sequence is SAKQLRTRIR. The MHC is HLA-A11:01 with pseudo-sequence HLA-A11:01. The binding affinity (normalized) is 0.00866. (4) The peptide sequence is RSLYNTIATLY. The MHC is HLA-B18:01 with pseudo-sequence HLA-B18:01. The binding affinity (normalized) is 0.558.